Dataset: NCI-60 drug combinations with 297,098 pairs across 59 cell lines. Task: Regression. Given two drug SMILES strings and cell line genomic features, predict the synergy score measuring deviation from expected non-interaction effect. (1) Drug 1: C1CCC(C(C1)N)N.C(=O)(C(=O)[O-])[O-].[Pt+4]. Drug 2: CC12CCC3C(C1CCC2OP(=O)(O)O)CCC4=C3C=CC(=C4)OC(=O)N(CCCl)CCCl.[Na+]. Cell line: LOX IMVI. Synergy scores: CSS=28.4, Synergy_ZIP=-12.4, Synergy_Bliss=-5.97, Synergy_Loewe=-5.86, Synergy_HSA=-3.92. (2) Drug 1: C1=NNC2=C1C(=O)NC=N2. Drug 2: C1C(C(OC1N2C=NC(=NC2=O)N)CO)O. Cell line: HCT-15. Synergy scores: CSS=6.64, Synergy_ZIP=-2.32, Synergy_Bliss=2.90, Synergy_Loewe=-5.15, Synergy_HSA=0.220. (3) Drug 1: C1CCC(C1)C(CC#N)N2C=C(C=N2)C3=C4C=CNC4=NC=N3. Drug 2: C1=NNC2=C1C(=O)NC=N2. Cell line: EKVX. Synergy scores: CSS=7.14, Synergy_ZIP=-3.30, Synergy_Bliss=-4.23, Synergy_Loewe=-11.8, Synergy_HSA=-2.50. (4) Drug 1: C1=CC=C(C=C1)NC(=O)CCCCCCC(=O)NO. Drug 2: CC(C)(C#N)C1=CC(=CC(=C1)CN2C=NC=N2)C(C)(C)C#N. Cell line: MOLT-4. Synergy scores: CSS=-0.607, Synergy_ZIP=4.49, Synergy_Bliss=4.79, Synergy_Loewe=2.00, Synergy_HSA=1.03. (5) Drug 1: CNC(=O)C1=CC=CC=C1SC2=CC3=C(C=C2)C(=NN3)C=CC4=CC=CC=N4. Drug 2: B(C(CC(C)C)NC(=O)C(CC1=CC=CC=C1)NC(=O)C2=NC=CN=C2)(O)O. Cell line: NCI-H322M. Synergy scores: CSS=-3.43, Synergy_ZIP=1.71, Synergy_Bliss=-0.755, Synergy_Loewe=-3.11, Synergy_HSA=-3.76. (6) Drug 1: C1=CC(=C2C(=C1NCCNCCO)C(=O)C3=C(C=CC(=C3C2=O)O)O)NCCNCCO. Drug 2: CC1=C(C(=O)C2=C(C1=O)N3CC4C(C3(C2COC(=O)N)OC)N4)N. Cell line: OVCAR-5. Synergy scores: CSS=32.5, Synergy_ZIP=-6.59, Synergy_Bliss=-2.53, Synergy_Loewe=-0.297, Synergy_HSA=3.40. (7) Drug 1: C(=O)(N)NO. Drug 2: C1CC(=O)NC(=O)C1N2C(=O)C3=CC=CC=C3C2=O. Cell line: TK-10. Synergy scores: CSS=1.97, Synergy_ZIP=0.0731, Synergy_Bliss=-1.59, Synergy_Loewe=-18.1, Synergy_HSA=0.342. (8) Drug 1: CN(C)C1=NC(=NC(=N1)N(C)C)N(C)C. Drug 2: C1CN(P(=O)(OC1)NCCCl)CCCl. Cell line: HCC-2998. Synergy scores: CSS=-4.85, Synergy_ZIP=3.16, Synergy_Bliss=2.86, Synergy_Loewe=-1.10, Synergy_HSA=-1.86. (9) Cell line: MALME-3M. Drug 2: CN(CCCl)CCCl.Cl. Synergy scores: CSS=2.95, Synergy_ZIP=-8.28, Synergy_Bliss=-7.90, Synergy_Loewe=-11.5, Synergy_HSA=-6.94. Drug 1: C1=CC(=CC=C1CCCC(=O)O)N(CCCl)CCCl.